Regression. Given two drug SMILES strings and cell line genomic features, predict the synergy score measuring deviation from expected non-interaction effect. From a dataset of NCI-60 drug combinations with 297,098 pairs across 59 cell lines. (1) Drug 1: CC12CCC3C(C1CCC2=O)CC(=C)C4=CC(=O)C=CC34C. Drug 2: CC1CCC2CC(C(=CC=CC=CC(CC(C(=O)C(C(C(=CC(C(=O)CC(OC(=O)C3CCCCN3C(=O)C(=O)C1(O2)O)C(C)CC4CCC(C(C4)OC)O)C)C)O)OC)C)C)C)OC. Cell line: OVCAR3. Synergy scores: CSS=21.3, Synergy_ZIP=-5.28, Synergy_Bliss=-6.83, Synergy_Loewe=-6.61, Synergy_HSA=-5.81. (2) Synergy scores: CSS=-1.71, Synergy_ZIP=1.21, Synergy_Bliss=0.208, Synergy_Loewe=-2.53, Synergy_HSA=-2.53. Drug 2: COCCOC1=C(C=C2C(=C1)C(=NC=N2)NC3=CC=CC(=C3)C#C)OCCOC.Cl. Cell line: BT-549. Drug 1: CNC(=O)C1=NC=CC(=C1)OC2=CC=C(C=C2)NC(=O)NC3=CC(=C(C=C3)Cl)C(F)(F)F. (3) Drug 1: CCCCC(=O)OCC(=O)C1(CC(C2=C(C1)C(=C3C(=C2O)C(=O)C4=C(C3=O)C=CC=C4OC)O)OC5CC(C(C(O5)C)O)NC(=O)C(F)(F)F)O. Drug 2: CC1=C2C(C(=O)C3(C(CC4C(C3C(C(C2(C)C)(CC1OC(=O)C(C(C5=CC=CC=C5)NC(=O)OC(C)(C)C)O)O)OC(=O)C6=CC=CC=C6)(CO4)OC(=O)C)O)C)O. Cell line: T-47D. Synergy scores: CSS=60.0, Synergy_ZIP=11.5, Synergy_Bliss=8.95, Synergy_Loewe=9.16, Synergy_HSA=9.37. (4) Drug 1: B(C(CC(C)C)NC(=O)C(CC1=CC=CC=C1)NC(=O)C2=NC=CN=C2)(O)O. Drug 2: CC1C(C(CC(O1)OC2CC(CC3=C2C(=C4C(=C3O)C(=O)C5=CC=CC=C5C4=O)O)(C(=O)C)O)N)O. Cell line: IGROV1. Synergy scores: CSS=62.7, Synergy_ZIP=4.36, Synergy_Bliss=3.71, Synergy_Loewe=5.55, Synergy_HSA=7.83.